This data is from Reaction yield outcomes from USPTO patents with 853,638 reactions. The task is: Predict the reaction yield, written as a fraction of the theoretical maximum amount of product (1.0 means a 100% yield; for example, 0.34 means a 34% yield). (1) The reactants are [F:1][C:2]1[CH:7]=[CH:6][C:5]([C:8]2([C:14]([OH:16])=O)[CH2:13][CH2:12][CH2:11][CH2:10][CH2:9]2)=[CH:4][CH:3]=1.[CH3:17][NH2:18]. No catalyst specified. The product is [F:1][C:2]1[CH:7]=[CH:6][C:5]([C:8]2([C:14]([NH:18][CH3:17])=[O:16])[CH2:13][CH2:12][CH2:11][CH2:10][CH2:9]2)=[CH:4][CH:3]=1. The yield is 0.860. (2) The reactants are [Br:1][C:2]1[CH:3]=[C:4]([CH:17]=[CH:18][CH:19]=1)[O:5][CH2:6][C:7]1[CH:16]=[CH:15][C:10]([C:11]([O:13]C)=[O:12])=[CH:9][CH:8]=1.O.[OH-].[Li+]. The catalyst is O1CCCC1.CO.O. The product is [Br:1][C:2]1[CH:3]=[C:4]([CH:17]=[CH:18][CH:19]=1)[O:5][CH2:6][C:7]1[CH:16]=[CH:15][C:10]([C:11]([OH:13])=[O:12])=[CH:9][CH:8]=1. The yield is 0.630. (3) The product is [C:1]([C:5]1[O:9][N:8]=[C:7]([NH:10][C:11]([NH:13][C:14]2[CH:19]=[CH:18][CH:17]=[C:16]([S:20][C:21]3[C:30]4[C:25](=[CH:26][C:27]([O:33][CH2:34][CH2:35][N:41]5[CH2:42][CH2:43][N:38]([CH3:37])[CH2:39][CH2:40]5)=[C:28]([O:31][CH3:32])[CH:29]=4)[N:24]=[CH:23][N:22]=3)[CH:15]=2)=[O:12])[CH:6]=1)([CH3:4])([CH3:3])[CH3:2]. The catalyst is CN(C=O)C.[I-].C([N+](CCCC)(CCCC)CCCC)CCC. The reactants are [C:1]([C:5]1[O:9][N:8]=[C:7]([NH:10][C:11]([NH:13][C:14]2[CH:19]=[CH:18][CH:17]=[C:16]([S:20][C:21]3[C:30]4[C:25](=[CH:26][C:27]([O:33][CH2:34][CH2:35]Cl)=[C:28]([O:31][CH3:32])[CH:29]=4)[N:24]=[CH:23][N:22]=3)[CH:15]=2)=[O:12])[CH:6]=1)([CH3:4])([CH3:3])[CH3:2].[CH3:37][N:38]1[CH2:43][CH2:42][NH:41][CH2:40][CH2:39]1.C(N(C(C)C)CC)(C)C. The yield is 0.0830.